This data is from Forward reaction prediction with 1.9M reactions from USPTO patents (1976-2016). The task is: Predict the product of the given reaction. (1) Given the reactants [CH3:1][C:2]1[CH:7]=[CH:6][C:5]([S:8]([O-:11])(=[O:10])=[O:9])=[CH:4][CH:3]=1.[CH3:12][N+:13]1[C:22]2[C:17](=[CH:18][CH:19]=[CH:20][CH:21]=2)[C:16]([CH3:23])=[CH:15][CH:14]=1.[CH3:24][N:25]1[C:29]2=[CH:30][C:31]3[C:32]([CH3:42])([CH3:41])[C:33](=[CH:38][CH:39]=O)[N:34]([CH3:37])[C:35]=3[CH:36]=[C:28]2[C:27]([CH3:44])([CH3:43])[C:26]1=[CH:45][CH:46]=O, predict the reaction product. The product is: [CH3:1][C:2]1[CH:3]=[CH:4][C:5]([S:8]([O-:11])(=[O:10])=[O:9])=[CH:6][CH:7]=1.[CH3:1][C:2]1[CH:3]=[CH:4][C:5]([S:8]([O-:11])(=[O:10])=[O:9])=[CH:6][CH:7]=1.[CH3:24][N:25]1[C:29]2=[CH:30][C:31]3[C:32]([CH3:42])([CH3:41])[C:33](=[CH:38][CH:39]=[CH:21][CH:22]4[CH:17]=[CH2+:1][C:2]5[C:7](=[CH:6][CH:5]=[CH:4][CH:3]=5)[N:13]4[CH3:12])[N:34]([CH3:37])[C:35]=3[CH:36]=[C:28]2[C:27]([CH3:44])([CH3:43])[C:26]1=[CH:45][CH:46]=[CH:23][C:16]1[C:17]2[C:22](=[CH:21][CH:20]=[CH:19][CH:18]=2)[N+:13]([CH3:12])=[CH:14][CH:15]=1. (2) The product is: [OH:10][C:11]([CH3:41])([CH3:42])[CH2:12][CH2:13][C:14]1([CH:38]([CH3:39])[CH3:40])[O:19][C:18](=[O:20])[N:17]([C@H:21]([C:23]2[CH:24]=[CH:25][C:26]([C:2]3[CH:7]=[CH:6][N:5]([CH3:8])[C:4](=[O:9])[CH:3]=3)=[CH:27][CH:28]=2)[CH3:22])[CH2:16][CH2:15]1.[CH:43]1([C:46]2([CH2:69][C:70]([OH:73])([CH3:72])[CH3:71])[O:51][C:50](=[O:52])[N:49]([C@H:53]([C:55]3[CH:60]=[CH:59][C:58]([C:61]4[CH:66]=[CH:65][N:64]([CH3:67])[C:63](=[O:68])[CH:62]=4)=[CH:57][CH:56]=3)[CH3:54])[CH2:48][CH2:47]2)[CH2:44][CH2:45]1. Given the reactants I[C:2]1[CH:7]=[CH:6][N:5]([CH3:8])[C:4](=[O:9])[CH:3]=1.[OH:10][C:11]([CH3:42])([CH3:41])[CH2:12][CH2:13][C:14]1([CH:38]([CH3:40])[CH3:39])[O:19][C:18](=[O:20])[N:17]([C@H:21]([C:23]2[CH:28]=[CH:27][C:26](B3OC(C)(C)C(C)(C)O3)=[CH:25][CH:24]=2)[CH3:22])[CH2:16][CH2:15]1.[CH:43]1([C:46]2([CH2:69][C:70]([OH:73])([CH3:72])[CH3:71])[O:51][C:50](=[O:52])[N:49]([C@H:53]([C:55]3[CH:60]=[CH:59][C:58]([C:61]4[CH:66]=[CH:65][N:64]([CH3:67])[C:63](=[O:68])[CH:62]=4)=[CH:57][CH:56]=3)[CH3:54])[CH2:48][CH2:47]2)[CH2:45][CH2:44]1.C([O-])(O)=O.[Na+], predict the reaction product. (3) The product is: [Br:32][C:33]([F:37])([F:36])[CH2:34][NH:35][CH2:14][C@H:11]1[CH2:10][CH2:9][C@H:8]([N:5]2[C:4]3[C:16]4[CH:22]=[CH:21][N:20]([CH2:23][O:24][CH2:25][CH2:26][Si:27]([CH3:28])([CH3:29])[CH3:30])[C:17]=4[N:18]=[CH:19][C:3]=3[C:2](=[O:1])[NH:7][CH2:6]2)[CH2:13][CH2:12]1. Given the reactants [O:1]=[C:2]1[N:7]=[CH:6][N:5]([C@H:8]2[CH2:13][CH2:12][C@H:11]([CH:14]=O)[CH2:10][CH2:9]2)[C:4]2[C:16]3[CH:22]=[CH:21][N:20]([CH2:23][O:24][CH2:25][CH2:26][Si:27]([CH3:30])([CH3:29])[CH3:28])[C:17]=3[N:18]=[CH:19][C:3]1=2.Cl.[Br:32][C:33]([F:37])([F:36])[CH2:34][NH2:35].C(O[BH-](OC(=O)C)OC(=O)C)(=O)C.[Na+].[Cl-].[NH4+], predict the reaction product.